This data is from Forward reaction prediction with 1.9M reactions from USPTO patents (1976-2016). The task is: Predict the product of the given reaction. (1) Given the reactants C([O:9][CH2:10][C@@H:11]1[C:15]([O:17]C(=O)C)([CH3:16])[C@:14]([F:22])([CH3:21])[CH:13]([N:23]2[CH:28]=[CH:27][C:26](=[O:29])[NH:25][C:24]2=[O:30])[O:12]1)(=O)C1C=CC=CC=1.CO, predict the reaction product. The product is: [F:22][C:14]1([CH3:21])[C@@:15]([OH:17])([CH3:16])[CH:11]([CH2:10][OH:9])[O:12][C@H:13]1[N:23]1[CH:28]=[CH:27][C:26](=[O:29])[NH:25][C:24]1=[O:30]. (2) Given the reactants [Br:1][C:2]1[CH:10]=[C:9]2[C:5]([CH2:6][CH2:7][NH:8]2)=[CH:4][C:3]=1[F:11].[C:12](O[C:12]([O:14][C:15]([CH3:18])([CH3:17])[CH3:16])=[O:13])([O:14][C:15]([CH3:18])([CH3:17])[CH3:16])=[O:13].C(N(C(C)C)CC)(C)C, predict the reaction product. The product is: [Br:1][C:2]1[CH:10]=[C:9]2[C:5]([CH2:6][CH2:7][N:8]2[C:12]([O:14][C:15]([CH3:18])([CH3:17])[CH3:16])=[O:13])=[CH:4][C:3]=1[F:11]. (3) Given the reactants [CH:1]1([CH2:4][NH2:5])[CH2:3][CH2:2]1.[Cl:6][C:7]1[CH:14]=[CH:13][C:10]([CH:11]=O)=[CH:9][CH:8]=1.C([BH3-])#N.[Na+], predict the reaction product. The product is: [Cl:6][C:7]1[CH:14]=[CH:13][C:10]([CH2:11][NH:5][CH2:4][CH:1]2[CH2:3][CH2:2]2)=[CH:9][CH:8]=1.